From a dataset of Catalyst prediction with 721,799 reactions and 888 catalyst types from USPTO. Predict which catalyst facilitates the given reaction. (1) Reactant: I[C:2]1[C:10]2[C:5](=[N:6][CH:7]=[N:8][C:9]=2[NH2:11])[NH:4][N:3]=1.[F:12][C:13]1[CH:18]=[CH:17][C:16](B(O)O)=[CH:15][C:14]=1[O:22][CH3:23].C(=O)([O-])[O-].[Na+].[Na+].ClCCl. Product: [F:12][C:13]1[CH:18]=[CH:17][C:16]([C:2]2[C:10]3[C:5](=[N:6][CH:7]=[N:8][C:9]=3[NH2:11])[NH:4][N:3]=2)=[CH:15][C:14]=1[O:22][CH3:23]. The catalyst class is: 615. (2) Reactant: [F:1][C:2]1[CH:7]=[CH:6][CH:5]=[C:4]([N+:8]([O-:10])=[O:9])[C:3]=1F.[C:12]1([NH2:18])[CH:17]=[CH:16][CH:15]=[CH:14][CH:13]=1.C(=O)([O-])[O-].[K+].[K+]. Product: [F:1][C:2]1[CH:7]=[CH:6][CH:5]=[C:4]([N+:8]([O-:10])=[O:9])[C:3]=1[NH:18][C:12]1[CH:17]=[CH:16][CH:15]=[CH:14][CH:13]=1. The catalyst class is: 16. (3) Reactant: [CH3:1][C:2]1[N:12]=[CH:11][CH:10]=[CH:9][C:3]=1[C:4](OCC)=[O:5].[H-].C([Al+]CC(C)C)C(C)C. Product: [OH:5][CH2:4][C:3]1[C:2]([CH3:1])=[N:12][CH:11]=[CH:10][CH:9]=1. The catalyst class is: 7. (4) Reactant: [O:1]1[C:5]2[CH:6]=[CH:7][CH:8]=[C:9]([OH:10])[C:4]=2[O:3][CH2:2]1.C1(=O)O[CH2:14][CH2:13][O:12]1.C([O-])([O-])=O.[K+].[K+].C(=O)=O. Product: [O:1]1[C:5]2[CH:6]=[CH:7][CH:8]=[C:9]([O:10][CH2:14][CH2:13][OH:12])[C:4]=2[O:3][CH2:2]1. The catalyst class is: 3. (5) Reactant: [CH3:1][C:2]1[C:3]([C:34]2[CH:39]=[CH:38][C:37]([O:40]CC3C=CC=CC=3)=[CH:36][CH:35]=2)=[C:4]([O:22][C:23]2[CH:28]=[CH:27][C:26](/[CH:29]=[CH:30]/[C:31]([OH:33])=[O:32])=[CH:25][CH:24]=2)[C:5]2[C:10]([C:11]=1[O:12][CH3:13])=[CH:9][C:8]([O:14]CC1C=CC=CC=1)=[CH:7][CH:6]=2. Product: [OH:14][C:8]1[CH:9]=[C:10]2[C:5](=[CH:6][CH:7]=1)[C:4]([O:22][C:23]1[CH:24]=[CH:25][C:26]([CH2:29][CH2:30][C:31]([OH:33])=[O:32])=[CH:27][CH:28]=1)=[C:3]([C:34]1[CH:35]=[CH:36][C:37]([OH:40])=[CH:38][CH:39]=1)[C:2]([CH3:1])=[C:11]2[O:12][CH3:13]. The catalyst class is: 147. (6) Reactant: C[N+]1([O-])CCOCC1.[Cl:9][C:10]1[CH:15]=[CH:14][C:13]([CH2:16][CH2:17][NH:18][C:19](=[O:21])[CH3:20])=[CH:12][C:11]=1[CH2:22][OH:23]. Product: [Cl:9][C:10]1[CH:15]=[CH:14][C:13]([CH2:16][CH2:17][NH:18][C:19](=[O:21])[CH3:20])=[CH:12][C:11]=1[CH:22]=[O:23]. The catalyst class is: 678. (7) Reactant: [CH3:1][C:2]1[C:3]([NH2:10])=[C:4]([NH2:9])[CH:5]=[CH:6][C:7]=1[CH3:8].[C:11]12[C:17](=[CH:18][CH:19]=[CH:20][CH:21]=1)NC(=O)O[C:12]2=[O:13]. Product: [CH3:8][C:7]1[CH:6]=[CH:5][C:4]2[NH:9][C:21]3[CH:20]=[CH:19][CH:18]=[CH:17][C:11]=3[C:12](=[O:13])[NH:10][C:3]=2[C:2]=1[CH3:1]. The catalyst class is: 15. (8) Reactant: C(N(CC)CC)C.[O:8]1[CH:12]=[CH:11][CH:10]=[C:9]1[CH2:13][OH:14].[Br:15][CH:16]([CH3:20])[C:17](Br)=[O:18]. Product: [Br:15][CH:16]([CH3:20])[C:17]([O:14][CH2:13][C:9]1[O:8][CH:12]=[CH:11][CH:10]=1)=[O:18]. The catalyst class is: 22.